From a dataset of Catalyst prediction with 721,799 reactions and 888 catalyst types from USPTO. Predict which catalyst facilitates the given reaction. (1) Reactant: [NH:1]1[CH:5]=[CH:4][N:3]=[C:2]1[CH2:6][NH:7][CH2:8][C:9]1[CH:27]=[CH:26][C:12]2[S:13][C:14]([CH2:16][CH2:17][CH2:18][N:19]([CH:23]([CH3:25])[CH3:24])[CH:20]([CH3:22])[CH3:21])=[CH:15][C:11]=2[CH:10]=1.[CH3:28][N:29]1[CH:33]=[CH:32][N:31]=[C:30]1[CH:34]=O.C([BH3-])#N.[Na+].C(O)(=O)C. Product: [NH:1]1[CH:5]=[CH:4][N:3]=[C:2]1[CH2:6][N:7]([CH2:8][C:9]1[CH:27]=[CH:26][C:12]2[S:13][C:14]([CH2:16][CH2:17][CH2:18][N:19]([CH:20]([CH3:22])[CH3:21])[CH:23]([CH3:25])[CH3:24])=[CH:15][C:11]=2[CH:10]=1)[CH2:34][C:30]1[N:29]([CH3:28])[CH:33]=[CH:32][N:31]=1. The catalyst class is: 5. (2) Reactant: [Br:1][C:2]1[CH:7]=[CH:6][C:5]([NH:8][C:9]([C:11]2[N:19]3[C:14]([CH:15]=[C:16]([CH:20]([CH3:22])[CH3:21])[CH:17]=[CH:18]3)=[C:13]([C:23](=[O:28])[C:24]([CH3:27])([CH3:26])[CH3:25])[C:12]=2[CH2:29][C:30]([CH3:37])([CH3:36])[C:31]([O:33][CH2:34][CH3:35])=[O:32])=[O:10])=[CH:4][CH:3]=1.[H-].[Na+].I[CH3:41]. Product: [Br:1][C:2]1[CH:3]=[CH:4][C:5]([N:8]([CH3:41])[C:9]([C:11]2[N:19]3[C:14]([CH:15]=[C:16]([CH:20]([CH3:21])[CH3:22])[CH:17]=[CH:18]3)=[C:13]([C:23](=[O:28])[C:24]([CH3:25])([CH3:26])[CH3:27])[C:12]=2[CH2:29][C:30]([CH3:37])([CH3:36])[C:31]([O:33][CH2:34][CH3:35])=[O:32])=[O:10])=[CH:6][CH:7]=1. The catalyst class is: 3. (3) Reactant: [N:1]1[CH:6]=[CH:5][CH:4]=[CH:3][C:2]=1[CH:7]=O.Cl.[CH2:10]([NH2:12])[CH3:11].C1(C)C=CC=CC=1.C(O)C. Product: [CH2:10]([NH:12][CH2:7][C:2]1[CH:3]=[CH:4][CH:5]=[CH:6][N:1]=1)[CH3:11]. The catalyst class is: 66. (4) Reactant: C(OC(=O)[NH:7][C:8]1[C:13]([NH:14][C:15](=[O:27])[CH2:16][C:17]([C:19]2[CH:24]=[CH:23][CH:22]=[C:21]([C:25]#[N:26])[CH:20]=2)=O)=[CH:12][C:11]([C:28]2[CH:33]=[CH:32][CH:31]=[C:30]([F:34])[C:29]=2[F:35])=[C:10]([N:36]([CH3:38])[CH3:37])[CH:9]=1)(C)(C)C.C(O)(C(F)(F)F)=O. The catalyst class is: 2. Product: [F:35][C:29]1[C:30]([F:34])=[CH:31][CH:32]=[CH:33][C:28]=1[C:11]1[C:10]([N:36]([CH3:37])[CH3:38])=[CH:9][C:8]2[N:7]=[C:17]([C:19]3[CH:20]=[C:21]([CH:22]=[CH:23][CH:24]=3)[C:25]#[N:26])[CH2:16][C:15](=[O:27])[NH:14][C:13]=2[CH:12]=1. (5) Product: [O:1]1[CH2:6][CH2:5][N:4]([C:7](=[O:24])[CH2:8][N:9]2[C:17]3[C:12](=[CH:13][CH:14]=[CH:15][CH:16]=3)[C:11]3[CH:18]=[CH:19][N:20]=[C:21]([CH2:22][NH:35][C@@H:33]4[C:34]5[N:25]=[CH:26][CH:27]=[CH:28][C:29]=5[CH2:30][CH2:31][CH2:32]4)[C:10]2=3)[CH2:3][CH2:2]1. Reactant: [O:1]1[CH2:6][CH2:5][N:4]([C:7](=[O:24])[CH2:8][N:9]2[C:17]3[C:12](=[CH:13][CH:14]=[CH:15][CH:16]=3)[C:11]3[CH:18]=[CH:19][N:20]=[C:21]([CH:22]=O)[C:10]2=3)[CH2:3][CH2:2]1.[N:25]1[C:34]2[C@@H:33]([NH2:35])[CH2:32][CH2:31][CH2:30][C:29]=2[CH:28]=[CH:27][CH:26]=1.C(O[BH-](OC(=O)C)OC(=O)C)(=O)C.[Na+]. The catalyst class is: 4. (6) Product: [Cl:34][C:29]1[CH:28]=[C:27]([CH:32]=[CH:31][C:30]=1[Cl:33])[CH2:26][N:23]1[CH2:22][CH2:21][CH:20]([CH2:19][NH:18][C:9]2[NH:8][C:12]3[CH:13]=[CH:14][CH:15]=[C:16]([NH:17][S:45]([CH2:42][CH2:43][CH3:44])(=[O:47])=[O:46])[C:11]=3[N:10]=2)[CH2:25][CH2:24]1. The catalyst class is: 7. Reactant: C(OC([N:8]1[C:12]2[CH:13]=[CH:14][CH:15]=[C:16]([NH2:17])[C:11]=2[N:10]=[C:9]1[NH:18][CH2:19][CH:20]1[CH2:25][CH2:24][N:23]([CH2:26][C:27]2[CH:32]=[CH:31][C:30]([Cl:33])=[C:29]([Cl:34])[CH:28]=2)[CH2:22][CH2:21]1)=O)(C)(C)C.C(N(CC)CC)C.[CH2:42]([S:45](Cl)(=[O:47])=[O:46])[CH2:43][CH3:44].O1CCOCC1.Cl. (7) Reactant: [CH3:1][C@H:2]1[C@H:11]([CH3:12])[C@@H:10]([NH:13][C:14](=[O:23])[O:15][CH2:16][C:17]2[CH:22]=[CH:21][CH:20]=[CH:19][CH:18]=2)[C:9]2[C:4](=[CH:5][CH:6]=[CH:7][CH:8]=2)[NH:3]1.N1C=CC=CC=1.[C:30](Cl)(=[O:32])[CH3:31]. Product: [C:30]([N:3]1[C:4]2[C:9](=[CH:8][CH:7]=[CH:6][CH:5]=2)[C@H:10]([NH:13][C:14](=[O:23])[O:15][CH2:16][C:17]2[CH:22]=[CH:21][CH:20]=[CH:19][CH:18]=2)[C@@H:11]([CH3:12])[C@@H:2]1[CH3:1])(=[O:32])[CH3:31]. The catalyst class is: 4.